Task: Regression. Given a peptide amino acid sequence and an MHC pseudo amino acid sequence, predict their binding affinity value. This is MHC class II binding data.. Dataset: Peptide-MHC class II binding affinity with 134,281 pairs from IEDB The peptide sequence is LMMLVSVAGRV. The MHC is HLA-DQA10201-DQB10301 with pseudo-sequence HLA-DQA10201-DQB10301. The binding affinity (normalized) is 0.360.